Dataset: NCI-60 drug combinations with 297,098 pairs across 59 cell lines. Task: Regression. Given two drug SMILES strings and cell line genomic features, predict the synergy score measuring deviation from expected non-interaction effect. (1) Drug 1: CCCS(=O)(=O)NC1=C(C(=C(C=C1)F)C(=O)C2=CNC3=C2C=C(C=N3)C4=CC=C(C=C4)Cl)F. Drug 2: CC(CN1CC(=O)NC(=O)C1)N2CC(=O)NC(=O)C2. Cell line: RPMI-8226. Synergy scores: CSS=30.6, Synergy_ZIP=3.49, Synergy_Bliss=5.87, Synergy_Loewe=-1.97, Synergy_HSA=2.26. (2) Drug 1: CC1=CC2C(CCC3(C2CCC3(C(=O)C)OC(=O)C)C)C4(C1=CC(=O)CC4)C. Drug 2: CCC1(CC2CC(C3=C(CCN(C2)C1)C4=CC=CC=C4N3)(C5=C(C=C6C(=C5)C78CCN9C7C(C=CC9)(C(C(C8N6C)(C(=O)OC)O)OC(=O)C)CC)OC)C(=O)OC)O.OS(=O)(=O)O. Cell line: MDA-MB-231. Synergy scores: CSS=29.1, Synergy_ZIP=0.583, Synergy_Bliss=5.30, Synergy_Loewe=-36.2, Synergy_HSA=-4.24. (3) Drug 1: CNC(=O)C1=CC=CC=C1SC2=CC3=C(C=C2)C(=NN3)C=CC4=CC=CC=N4. Drug 2: C1=CC(=CC=C1C#N)C(C2=CC=C(C=C2)C#N)N3C=NC=N3. Cell line: NCI-H322M. Synergy scores: CSS=1.61, Synergy_ZIP=-0.755, Synergy_Bliss=-1.22, Synergy_Loewe=-0.783, Synergy_HSA=-1.90. (4) Drug 1: C1=CC=C(C(=C1)C(C2=CC=C(C=C2)Cl)C(Cl)Cl)Cl. Drug 2: COC1=C2C(=CC3=C1OC=C3)C=CC(=O)O2. Cell line: CCRF-CEM. Synergy scores: CSS=7.50, Synergy_ZIP=-1.96, Synergy_Bliss=-1.58, Synergy_Loewe=-0.0201, Synergy_HSA=-2.88. (5) Drug 2: C1=NC(=NC(=O)N1C2C(C(C(O2)CO)O)O)N. Cell line: IGROV1. Synergy scores: CSS=18.6, Synergy_ZIP=-1.59, Synergy_Bliss=1.47, Synergy_Loewe=3.82, Synergy_HSA=3.93. Drug 1: C1=NC2=C(N=C(N=C2N1C3C(C(C(O3)CO)O)F)Cl)N.